Dataset: Forward reaction prediction with 1.9M reactions from USPTO patents (1976-2016). Task: Predict the product of the given reaction. (1) Given the reactants [Cl-].[Mg+2].[Cl-].CC1C(O)=C(C=O)C(COP(O)(O)=O)=CN=1.[CH3:20][C:21]1[N+](CC2C(N)=NC(C)=NC=2)=CS[C:22]=1[CH2:35][CH2:36][O:37]P(OP(O)(O)=O)(O)=O.C(CC([O-])=O)([C:48]([OH:50])=[O:49])=O, predict the reaction product. The product is: [CH:36]([CH2:35][CH2:22][CH2:21][CH2:20][C:48]([OH:50])=[O:49])=[O:37]. (2) Given the reactants [F:1][C:2]1[CH:3]=[C:4]([C:22]2[CH:27]=[CH:26][CH:25]=[CH:24][C:23]=2[S:28]([CH3:31])(=[O:30])=[O:29])[CH:5]=[CH:6][C:7]=1[N:8]1[CH2:12][CH2:11][C@H:10]([NH:13]C(=O)OC(C)(C)C)[C:9]1=[O:21].FC(F)(F)C(O)=O.C(Cl)Cl, predict the reaction product. The product is: [NH2:13][C@H:10]1[CH2:11][CH2:12][N:8]([C:7]2[CH:6]=[CH:5][C:4]([C:22]3[CH:27]=[CH:26][CH:25]=[CH:24][C:23]=3[S:28]([CH3:31])(=[O:29])=[O:30])=[CH:3][C:2]=2[F:1])[C:9]1=[O:21]. (3) Given the reactants [CH3:1][N:2]1[C:6]([C:7](=[N:14][O:15][CH2:16][C:17]2[N:22]=[C:21]([NH2:23])[CH:20]=[CH:19][CH:18]=2)[C:8]2[CH:13]=[CH:12][CH:11]=[CH:10][CH:9]=2)=[N:5][N:4]=[N:3]1.N1C=CC=CC=1.[O:30]1[C:34]2[CH:35]=[CH:36][CH:37]=[CH:38][C:33]=2[CH2:32][CH:31]1[C:39](Cl)=[O:40], predict the reaction product. The product is: [CH3:1][N:2]1[C:6]([C:7](=[N:14][O:15][CH2:16][C:17]2[N:22]=[C:21]([NH:23][C:39]([CH:31]3[CH2:32][C:33]4[CH:38]=[CH:37][CH:36]=[CH:35][C:34]=4[O:30]3)=[O:40])[CH:20]=[CH:19][CH:18]=2)[C:8]2[CH:9]=[CH:10][CH:11]=[CH:12][CH:13]=2)=[N:5][N:4]=[N:3]1. (4) Given the reactants [Cl:1][C:2]1[CH:3]=[CH:4][C:5]([O:12][CH2:13]C2C=CC=CC=2)=[C:6]([CH2:8][C:9](=[S:11])[NH2:10])[CH:7]=1.ClC1C=CC(OC)=C(CC(N)=O)C=1, predict the reaction product. The product is: [Cl:1][C:2]1[CH:3]=[CH:4][C:5]([O:12][CH3:13])=[C:6]([CH2:8][C:9](=[S:11])[NH2:10])[CH:7]=1. (5) Given the reactants CS(O[CH2:6][C:7]1[CH:8]=[C:9]([C:13]2[CH:18]=[CH:17][C:16]([O:19][CH2:20][C:21]3[CH:26]=[CH:25][CH:24]=[CH:23][CH:22]=3)=[CH:15][CH:14]=2)[CH:10]=[CH:11][CH:12]=1)(=O)=O.[C:27]([C:31]1[CH:36]=[CH:35][C:34]([C:37]2[C:45]3[C:40](=[CH:41][CH:42]=[CH:43][CH:44]=3)[NH:39][C:38]=2[C:46]([O:48][CH2:49][CH3:50])=[O:47])=[CH:33][CH:32]=1)([CH3:30])([CH3:29])[CH3:28].C([O-])([O-])=O.[K+].[K+].CCOC(C)=O, predict the reaction product. The product is: [CH2:20]([O:19][C:16]1[CH:17]=[CH:18][C:13]([C:9]2[CH:10]=[CH:11][CH:12]=[C:7]([CH2:6][N:39]3[C:40]4[C:45](=[CH:44][CH:43]=[CH:42][CH:41]=4)[C:37]([C:34]4[CH:33]=[CH:32][C:31]([C:27]([CH3:30])([CH3:28])[CH3:29])=[CH:36][CH:35]=4)=[C:38]3[C:46]([O:48][CH2:49][CH3:50])=[O:47])[CH:8]=2)=[CH:14][CH:15]=1)[C:21]1[CH:22]=[CH:23][CH:24]=[CH:25][CH:26]=1.